This data is from Full USPTO retrosynthesis dataset with 1.9M reactions from patents (1976-2016). The task is: Predict the reactants needed to synthesize the given product. Given the product [Si:8]([O:15][CH2:16][C@@H:17]([N:26]1[CH:31]=[CH:30][C:29]([C:32]2[CH:37]=[CH:36][N:35]=[C:34]([NH:7][C@@H:4]3[CH2:5][CH2:6][O:1][CH2:2][C@H:3]3[F:60])[N:33]=2)=[CH:28][C:27]1=[O:42])[C:18]1[CH:23]=[CH:22][C:21]([F:24])=[C:20]([Cl:25])[CH:19]=1)([C:11]([CH3:14])([CH3:13])[CH3:12])([CH3:10])[CH3:9], predict the reactants needed to synthesize it. The reactants are: [O:1]1[CH2:6][CH2:5][CH:4]([NH2:7])[CH2:3][CH2:2]1.[Si:8]([O:15][CH2:16][C@@H:17]([N:26]1[CH:31]=[CH:30][C:29]([C:32]2[CH:37]=[CH:36][N:35]=[C:34](S(C)(=O)=O)[N:33]=2)=[CH:28][C:27]1=[O:42])[C:18]1[CH:23]=[CH:22][C:21]([F:24])=[C:20]([Cl:25])[CH:19]=1)([C:11]([CH3:14])([CH3:13])[CH3:12])([CH3:10])[CH3:9].[Si](OC[C@@H](N1C=CC(C2C=CN=C(S(C)(=O)=O)N=2)=CC1=O)C1C=CC(Cl)=C([F:60])C=1)(C(C)(C)C)(C)C.